From a dataset of Reaction yield outcomes from USPTO patents with 853,638 reactions. Predict the reaction yield, written as a fraction of the theoretical maximum amount of product (1.0 means a 100% yield; for example, 0.34 means a 34% yield). (1) The reactants are [Br-].N[C:3]1[CH:8]=[CH:7][CH:6]=[CH:5][N:4]=1.C(B(O)O)=C.OC(C(O)(C)C)(C)C.[Li+].[OH-].[CH:24](OC=C)=C.Cl.[CH3:30][N:31](C=O)C. The yield is 0.780. The catalyst is C1C=CC(P(C2C=CC=CC=2)[C-]2C=CC=C2)=CC=1.C1C=CC(P(C2C=CC=CC=2)[C-]2C=CC=C2)=CC=1.Cl[Pd]Cl.[Fe+2].C(Cl)Cl. The product is [NH:4]1[C:5]2[C:6](=[CH:7][CH:8]=[CH:3][CH:24]=2)[CH:30]=[N:31]1. (2) The reactants are C(=O)(OCC)O[CH:3]([C:13]#[N:14])[C:4]1[CH:12]=[C:11]2[C:7]([CH:8]=[N:9][NH:10]2)=[CH:6][CH:5]=1.[H][H]. The catalyst is CO. The product is [NH:10]1[C:11]2[C:7](=[CH:6][CH:5]=[C:4]([CH2:3][C:13]#[N:14])[CH:12]=2)[CH:8]=[N:9]1. The yield is 0.120. (3) The reactants are BrCCBr.C[Si](Cl)(C)C.[CH3:10][O:11][C:12](=[O:23])/[C:13](/I)=[CH:14]\[CH:15]1[CH2:21][CH2:20][CH2:19][CH2:18][CH2:17][CH2:16]1.C1(P(C2C=CC=CC=2)C2C=CC=CC=2)C=CC=CC=1.[CH3:43][S:44]([C:47]1[CH:52]=[CH:51][C:50](Br)=[CH:49][CH:48]=1)(=[O:46])=[O:45].[Cl-].[NH4+]. The catalyst is O1CCCC1.[Zn].C1C=CC(/C=C/C(/C=C/C2C=CC=CC=2)=O)=CC=1.C1C=CC(/C=C/C(/C=C/C2C=CC=CC=2)=O)=CC=1.[Pd]. The product is [CH3:10][O:11][C:12](=[O:23])/[C:13](/[C:50]1[CH:51]=[CH:52][C:47]([S:44]([CH3:43])(=[O:46])=[O:45])=[CH:48][CH:49]=1)=[CH:14]/[CH:15]1[CH2:21][CH2:20][CH2:19][CH2:18][CH2:17][CH2:16]1. The yield is 0.990. (4) The reactants are [CH3:1][O:2][C@@H:3]([C@@H:12]([N:17]([CH3:25])[C:18](=[O:24])[C@H:19]([CH:21]([CH3:23])[CH3:22])[NH2:20])[C@@H:13]([CH3:16])[CH2:14][CH3:15])[CH2:4][C:5]([O:7][C:8]([CH3:11])([CH3:10])[CH3:9])=[O:6].[CH:26]1[C:38]2[CH:37]([CH2:39][O:40][C:41]([NH:43][C:44]3([C:49](O)=[O:50])[CH2:48][CH2:47][CH2:46][CH2:45]3)=[O:42])[C:36]3[C:31](=[CH:32][CH:33]=[CH:34][CH:35]=3)[C:30]=2[CH:29]=[CH:28][CH:27]=1.C(N(C(C)C)CC)(C)C.CN(C(ON1N=NC2C=CC=NC1=2)=[N+](C)C)C.F[P-](F)(F)(F)(F)F. The catalyst is ClCCl.C(OCC)(=O)C. The product is [CH:26]1[C:38]2[CH:37]([CH2:39][O:40][C:41]([NH:43][C:44]3([C:49]([NH:20][C@H:19]([C:18]([N:17]([CH3:25])[C@@H:12]([C@@H:13]([CH3:16])[CH2:14][CH3:15])[C@H:3]([O:2][CH3:1])[CH2:4][C:5]([O:7][C:8]([CH3:11])([CH3:9])[CH3:10])=[O:6])=[O:24])[CH:21]([CH3:23])[CH3:22])=[O:50])[CH2:45][CH2:46][CH2:47][CH2:48]3)=[O:42])[C:36]3[C:31](=[CH:32][CH:33]=[CH:34][CH:35]=3)[C:30]=2[CH:29]=[CH:28][CH:27]=1. The yield is 0.910. (5) The reactants are [Br-].[CH2:2]([O:4][C:5]([C:7]([CH3:32])([CH3:31])[CH2:8][CH2:9][CH2:10][CH2:11][P+](C1C=CC=CC=1)(C1C=CC=CC=1)C1C=CC=CC=1)=[O:6])[CH3:3].[Cl:33][C:34]1[CH:41]=[CH:40][CH:39]=[CH:38][C:35]=1[CH:36]=O.[OH-].[Na+].[PH4+]. The catalyst is ClCCl.O. The product is [CH2:2]([O:4][C:5](=[O:6])[C:7]([CH3:31])([CH3:32])[CH2:8][CH2:9][CH2:10][CH:11]=[CH:36][C:35]1[CH:38]=[CH:39][CH:40]=[CH:41][C:34]=1[Cl:33])[CH3:3]. The yield is 0.600. (6) The reactants are [CH2:1]([N:5]1[C:14]2[CH2:13][CH2:12][CH2:11][CH2:10][C:9]=2[CH:8]=[C:7]([C:15]([OH:17])=O)[C:6]1=[O:18])[CH2:2][CH2:3][CH3:4].S(Cl)(Cl)=O.[CH2:23]([NH2:31])[CH2:24][C:25]1[CH:30]=[CH:29][CH:28]=[CH:27][CH:26]=1.Cl. The catalyst is C1(C)C=CC=CC=1.CN(C=O)C. The product is [CH2:23]([NH:31][C:15]([C:7]1[C:6](=[O:18])[N:5]([CH2:1][CH2:2][CH2:3][CH3:4])[C:14]2[CH2:13][CH2:12][CH2:11][CH2:10][C:9]=2[CH:8]=1)=[O:17])[CH2:24][C:25]1[CH:30]=[CH:29][CH:28]=[CH:27][CH:26]=1. The yield is 0.740. (7) The reactants are C(OC(C1C=CC(B(O)O)=CC=1)=O)C.NC1CC(C(N(CCC)CCC)=O)=CC2C=CC(Br)=CC=2N=1.COC(C1C=CC(B(O)O)=CC=1)=O.C(=O)([O-])[O-].[K+].[K+].[C:56]([O:60][C:61]([NH:63][C:64]1[CH2:65][C:66]([C:86](=[O:102])[N:87]([CH2:91][CH2:92][CH2:93][O:94][Si:95]([C:98]([CH3:101])([CH3:100])[CH3:99])([CH3:97])[CH3:96])[CH2:88][CH2:89][CH3:90])=[CH:67][C:68]2[CH:74]=[CH:73][C:72]([C:75]3[CH:85]=[CH:84][C:78]([C:79]([O:81][CH2:82][CH3:83])=[O:80])=[CH:77][CH:76]=3)=[CH:71][C:69]=2[N:70]=1)=[O:62])([CH3:59])([CH3:58])[CH3:57]. The catalyst is C(#N)C.CCOC(C)=O.ClCCl.C(O)(C(F)(F)F)=O.C1C=CC([P]([Pd]([P](C2C=CC=CC=2)(C2C=CC=CC=2)C2C=CC=CC=2)([P](C2C=CC=CC=2)(C2C=CC=CC=2)C2C=CC=CC=2)[P](C2C=CC=CC=2)(C2C=CC=CC=2)C2C=CC=CC=2)(C2C=CC=CC=2)C2C=CC=CC=2)=CC=1. The product is [NH2:63][C:64]1[CH2:65][C:66]([C:86]([N:87]([CH2:91][CH2:92][CH2:93][OH:94])[CH2:88][CH2:89][CH3:90])=[O:102])=[CH:67][C:68]2[CH:74]=[CH:73][C:72]([C:75]3[CH:76]=[C:77]4[C:78](=[CH:84][CH:85]=3)[C:79](=[O:80])[O:81][CH2:82]4)=[CH:71][C:69]=2[N:70]=1.[C:56]([O:60][C:61]([NH:63][C:64]1[CH2:65][C:66]([C:86](=[O:102])[N:87]([CH2:91][CH2:92][CH2:93][O:94][Si:95]([C:98]([CH3:99])([CH3:101])[CH3:100])([CH3:96])[CH3:97])[CH2:88][CH2:89][CH3:90])=[CH:67][C:68]2[CH:74]=[CH:73][C:72]([C:75]3[CH:85]=[CH:84][C:78]([C:79]([O:81][CH2:82][CH3:83])=[O:80])=[CH:77][CH:76]=3)=[CH:71][C:69]=2[N:70]=1)=[O:62])([CH3:57])([CH3:58])[CH3:59]. The yield is 0.330. (8) The reactants are Br[C:2]1[CH:7]=[C:6]([Cl:8])[CH:5]=[CH:4][C:3]=1[CH2:9][N:10]1[CH2:15][CH2:14][N:13]([C:16]([O:18][C:19]([CH3:22])([CH3:21])[CH3:20])=[O:17])[CH2:12][CH2:11]1.[NH:23]1[CH2:26][CH2:25][CH2:24]1.C(O[Na])(C)(C)C.C1C=CC(P(C2C(C3C(P(C4C=CC=CC=4)C4C=CC=CC=4)=CC=C4C=3C=CC=C4)=C3C(C=CC=C3)=CC=2)C2C=CC=CC=2)=CC=1. The catalyst is C1C=CC(/C=C/C(/C=C/C2C=CC=CC=2)=O)=CC=1.C1C=CC(/C=C/C(/C=C/C2C=CC=CC=2)=O)=CC=1.C1C=CC(/C=C/C(/C=C/C2C=CC=CC=2)=O)=CC=1.[Pd].[Pd].C1(C)C=CC=CC=1. The product is [N:23]1([C:2]2[CH:7]=[C:6]([Cl:8])[CH:5]=[CH:4][C:3]=2[CH2:9][N:10]2[CH2:15][CH2:14][N:13]([C:16]([O:18][C:19]([CH3:22])([CH3:21])[CH3:20])=[O:17])[CH2:12][CH2:11]2)[CH2:26][CH2:25][CH2:24]1. The yield is 0.890. (9) The reactants are [Br:1][C:2]1[CH:3]=[CH:4][C:5]([NH:8]N)=[N:6][CH:7]=1.COC([C:14]1[NH:15][CH:16]=[C:17]([C:19](=O)[CH2:20][C:21]2[CH:26]=[CH:25][CH:24]=[CH:23][CH:22]=2)[CH:18]=1)=O. No catalyst specified. The product is [Br:1][C:2]1[CH:3]=[C:4]2[C:20]([C:21]3[CH:26]=[CH:25][CH:24]=[CH:23][CH:22]=3)=[C:19]([C:17]3[CH:18]=[CH:14][NH:15][CH:16]=3)[NH:8][C:5]2=[N:6][CH:7]=1. The yield is 0.00400.